This data is from Forward reaction prediction with 1.9M reactions from USPTO patents (1976-2016). The task is: Predict the product of the given reaction. (1) Given the reactants [NH2:1][C@H:2]1[CH2:8][CH2:7][C@H:6]([C:9]2[CH:14]=[CH:13][CH:12]=[CH:11][CH:10]=2)[CH2:5][N:4]([CH2:15][CH:16]2[CH2:18][CH2:17]2)[C:3]1=[O:19].[O:20]=[C:21]1[N:30]([CH:31]2[CH2:36][CH2:35][N:34]([C:37](Cl)=[O:38])[CH2:33][CH2:32]2)[CH2:29][C:28]2[C:23](=[CH:24][CH:25]=[CH:26][CH:27]=2)[NH:22]1, predict the reaction product. The product is: [CH:16]1([CH2:15][N:4]2[CH2:5][C@@H:6]([C:9]3[CH:14]=[CH:13][CH:12]=[CH:11][CH:10]=3)[CH2:7][CH2:8][C@H:2]([NH:1][C:37]([N:34]3[CH2:35][CH2:36][CH:31]([N:30]4[CH2:29][C:28]5[C:23](=[CH:24][CH:25]=[CH:26][CH:27]=5)[NH:22][C:21]4=[O:20])[CH2:32][CH2:33]3)=[O:38])[C:3]2=[O:19])[CH2:18][CH2:17]1. (2) Given the reactants [Br:1][C:2]1[CH:21]=[CH:20][CH:19]=[CH:18][C:3]=1[C:4]([NH:6][C:7]1[CH:8]=[C:9]2[CH:15]=[C:14]([CH2:16]Br)[NH:13][C:10]2=[N:11][CH:12]=1)=[O:5].[CH3:22][OH:23], predict the reaction product. The product is: [Br:1][C:2]1[CH:21]=[CH:20][CH:19]=[CH:18][C:3]=1[C:4]([NH:6][C:7]1[CH:8]=[C:9]2[CH:15]=[C:14]([CH2:16][O:23][CH3:22])[NH:13][C:10]2=[N:11][CH:12]=1)=[O:5]. (3) Given the reactants ClC(N(C)C)=C(C)C.[F:9][CH:10]([F:33])[O:11][CH2:12][C@@H:13]([O:15][C:16]1[CH:17]=[C:18]([CH:22]=[C:23]([O:25][CH2:26][C:27]2[CH:32]=[CH:31][CH:30]=[CH:29][CH:28]=2)[CH:24]=1)[C:19]([OH:21])=O)[CH3:14].[CH3:34][C:35]1[N:36]=[CH:37][C:38]([NH2:41])=[N:39][CH:40]=1.N1C=CC=CC=1, predict the reaction product. The product is: [F:33][CH:10]([F:9])[O:11][CH2:12][C@@H:13]([O:15][C:16]1[CH:17]=[C:18]([CH:22]=[C:23]([O:25][CH2:26][C:27]2[CH:32]=[CH:31][CH:30]=[CH:29][CH:28]=2)[CH:24]=1)[C:19]([NH:41][C:38]1[CH:37]=[N:36][C:35]([CH3:34])=[CH:40][N:39]=1)=[O:21])[CH3:14]. (4) Given the reactants [CH3:1][C:2]1[NH:7][C:6](=[O:8])[CH:5]=[C:4]([C:9]2[CH:14]=[CH:13][C:12]([O:15][C:16]([F:19])([F:18])[F:17])=[CH:11][CH:10]=2)[CH:3]=1.C(N(C(C)C)CC)(C)C.[F:29][C:30]([F:43])([F:42])[S:31](O[S:31]([C:30]([F:43])([F:42])[F:29])(=[O:33])=[O:32])(=[O:33])=[O:32], predict the reaction product. The product is: [CH3:1][C:2]1[N:7]=[C:6]([O:8][S:31]([C:30]([F:43])([F:42])[F:29])(=[O:33])=[O:32])[CH:5]=[C:4]([C:9]2[CH:14]=[CH:13][C:12]([O:15][C:16]([F:19])([F:17])[F:18])=[CH:11][CH:10]=2)[CH:3]=1. (5) Given the reactants [Cl:1][C:2]1[CH:3]=[C:4]([CH:8]=[CH:9][C:10]=1[N+:11]([O-:13])=[O:12])[C:5](Cl)=[O:6].C(N(CC)C(C)C)(C)C.[NH2:23][CH:24]1[CH2:29][CH2:28][N:27]([CH3:30])[CH2:26][CH2:25]1, predict the reaction product. The product is: [Cl:1][C:2]1[CH:3]=[C:4]([CH:8]=[CH:9][C:10]=1[N+:11]([O-:13])=[O:12])[C:5]([NH:23][CH:24]1[CH2:29][CH2:28][N:27]([CH3:30])[CH2:26][CH2:25]1)=[O:6]. (6) Given the reactants [CH2:1]1[O:11][C:4]2([CH2:9][CH2:8][C:7](=[O:10])[CH2:6][CH2:5]2)[O:3][CH2:2]1.[I-].[CH3:13][S+](C)(C)=O.CC(C)([O-])C.[K+], predict the reaction product. The product is: [O:10]1[C:7]2([CH2:6][CH2:5][C:4]3([O:3][CH2:2][CH2:1][O:11]3)[CH2:9][CH2:8]2)[CH2:13]1. (7) Given the reactants Cl[C:2]1[N:7]2[CH:8]=[CH:9][N:10]=[C:6]2[CH:5]=[C:4]([C:11]([O:13][CH3:14])=[O:12])[N:3]=1.CC1(C)C(C)(C)OB([C:23]2[CH:24]=[N:25][N:26]([CH2:28][O:29][CH2:30][CH2:31][Si:32]([CH3:35])([CH3:34])[CH3:33])[CH:27]=2)O1.[O-]P([O-])([O-])=O.[K+].[K+].[K+].CC(C1C=C(C(C)C)C(C2C=CC=CC=2P(C2CCCCC2)C2CCCCC2)=C(C(C)C)C=1)C.O, predict the reaction product. The product is: [CH3:33][Si:32]([CH3:35])([CH3:34])[CH2:31][CH2:30][O:29][CH2:28][N:26]1[CH:27]=[C:23]([C:2]2[N:7]3[CH:8]=[CH:9][N:10]=[C:6]3[CH:5]=[C:4]([C:11]([O:13][CH3:14])=[O:12])[N:3]=2)[CH:24]=[N:25]1. (8) The product is: [Cl:8][C:6]1[N:5]=[CH:4][N:3]=[C:2]([NH:23][N:22]=[C:9]([C:10]2[CH:15]=[CH:14][CH:13]=[CH:12][CH:11]=2)[C:16]2[CH:21]=[CH:20][CH:19]=[CH:18][CH:17]=2)[CH:7]=1. Given the reactants Cl[C:2]1[CH:7]=[C:6]([Cl:8])[N:5]=[CH:4][N:3]=1.[C:9](=[N:22][NH2:23])([C:16]1[CH:21]=[CH:20][CH:19]=[CH:18][CH:17]=1)[C:10]1[CH:15]=[CH:14][CH:13]=[CH:12][CH:11]=1.CC(C)([O-])C.[Na+].C1(B(O)O)C=CC=CC=1.C1(P(C2C=CC=CC=2)C2C=CC3C(=CC=CC=3)C=2C2C3C(=CC=CC=3)C=CC=2P(C2C=CC=CC=2)C2C=CC=CC=2)C=CC=CC=1, predict the reaction product.